Dataset: Experimentally validated miRNA-target interactions with 360,000+ pairs, plus equal number of negative samples. Task: Binary Classification. Given a miRNA mature sequence and a target amino acid sequence, predict their likelihood of interaction. (1) The miRNA is mmu-miR-3093-3p with sequence UGUGGACACCGUGGGAGGUUGG. The protein sequence of the target gene is MAGCPVLRVPTLFLILLLFPELHTAGTLASGSSARNLPETHSHLPSSALWVSQASHHGRRGLGKKDRGPGRPSRAQEGAVVTATKQASQMTLGQPPAGLLQNKELLLGLTLPYPEKEARSPAWERVKKRGREHKRRRDRLRLHRGRAAIRGPSSLMKKVEPSEDRMLEGTMEESSTSLAPTMFFLTMTDGATPTTEESRILPVTSLRPQTQPRSDGEVMPTLDMALFDWTDYEDLKPEVWPSAKKKEKHWSHFTSDGNETSPAEGDPCDHHQDCLPGTCCDLREHLCTPHNRGLNNKCFD.... Result: 0 (no interaction). (2) The miRNA is hsa-miR-5688 with sequence UAACAAACACCUGUAAAACAGC. The protein sequence of the target gene is MSAAKENPCRKFQANIFNKSKCQNCFKPRESHLLNDEDLTQAKPIYGGWLLLAPDGTDFDNPVHRSRKWQRRFFILYEHGLLRYALDEMPTTLPQGTINMNQCTDVVDGEGRTGQKFSLCILTPEKEHFIRAETKEIVSGWLEMLMVYPRTNKQNQKKKRKVEPPTPQEPGPAKVAVTSSSSSSSSSSSIPSAEKVPTTKSTLWQEEMRTKDQPDGSSLSPAQSPSQSQPPAASSLREPGLESKEEESAMSSDRMDCGRKVRVESGYFSLEKTKQDLKAEEQQLPPPLSPPSPSTPNHRR.... Result: 1 (interaction). (3) Result: 0 (no interaction). The miRNA is hsa-miR-525-3p with sequence GAAGGCGCUUCCCUUUAGAGCG. The protein sequence of the target gene is MDRSREAEMELRRGPSPPRAGRSHEVDGDKAACHSCCICGKSFPFQSSLSQHMRKHTGEKPYKCPYCDHRASQKGNLKIHIRSHRTGTLIQGHEPEAGEAQLGEMRVSEGLDGCASPTKSTSACNRVLNGAVPMDGSKILLRSSRKEVEGAASAQEDTEATVPCSFCKSRFERKKDLELHVHQAHKPFKCRLCSYVTLREESLLSHIERDHITAQVPNGSEACVENGKPELSPGEFPCEVCGQAFSQTWFLKAHMKKHRGSFDHGCHICGRRFKEPWFLKNHMKAHGPKAGSKNRPKSEL....